Dataset: Forward reaction prediction with 1.9M reactions from USPTO patents (1976-2016). Task: Predict the product of the given reaction. (1) Given the reactants [CH2:1]([O:8][C:9]([C:11]1[NH:12][C:13]2[C:18]([CH:19]=1)=[CH:17][CH:16]=[CH:15][CH:14]=2)=[O:10])[C:2]1[CH:7]=[CH:6][CH:5]=[CH:4][CH:3]=1.[C:20]([O:24][C:25](=[O:28])[CH2:26]Br)([CH3:23])([CH3:22])[CH3:21], predict the reaction product. The product is: [CH2:1]([O:8][C:9]([C:11]1[N:12]([CH2:26][C:25]([O:24][C:20]([CH3:23])([CH3:22])[CH3:21])=[O:28])[C:13]2[C:18]([CH:19]=1)=[CH:17][CH:16]=[CH:15][CH:14]=2)=[O:10])[C:2]1[CH:3]=[CH:4][CH:5]=[CH:6][CH:7]=1. (2) Given the reactants [NH:1]([C@@H:8]([C:40]1[CH:52]=[CH:51][C:43]([O:44][CH2:45][C:46]([O:48][CH2:49][CH3:50])=[O:47])=[CH:42][CH:41]=1)[C@@H:9]([S:24][CH2:25][C:26]1([C:34]2[CH:39]=[CH:38][CH:37]=[CH:36][CH:35]=2)[O:31][CH2:30][C:29]([CH3:33])([CH3:32])[CH2:28][O:27]1)[C:10](=[O:23])N1[C@@H](C2C=CC=CC=2)COC1=O)[C:2]1[CH:7]=[CH:6][CH:5]=[CH:4][CH:3]=1.C/C(/O[Si](C)(C)C)=N\[Si](C)(C)C.[F-].C([N+](CCCC)(CCCC)CCCC)CCC, predict the reaction product. The product is: [CH3:33][C:29]1([CH3:32])[CH2:28][O:27][C:26]([CH2:25][S:24][C@H:9]2[C:10](=[O:23])[N:1]([C:2]3[CH:7]=[CH:6][CH:5]=[CH:4][CH:3]=3)[C@@H:8]2[C:40]2[CH:41]=[CH:42][C:43]([O:44][CH2:45][C:46]([O:48][CH2:49][CH3:50])=[O:47])=[CH:51][CH:52]=2)([C:34]2[CH:39]=[CH:38][CH:37]=[CH:36][CH:35]=2)[O:31][CH2:30]1.